Dataset: Catalyst prediction with 721,799 reactions and 888 catalyst types from USPTO. Task: Predict which catalyst facilitates the given reaction. (1) The catalyst class is: 4. Product: [Br:1][C:2]1[CH:10]=[CH:9][CH:8]=[CH:7][C:3]=1[C:4]([N:15]1[CH2:16][C:13]([F:17])([F:12])[CH2:14]1)=[O:5]. Reactant: [Br:1][C:2]1[CH:10]=[CH:9][CH:8]=[CH:7][C:3]=1[C:4](Cl)=[O:5].Cl.[F:12][C:13]1([F:17])[CH2:16][NH:15][CH2:14]1.C(=O)([O-])[O-].[K+].[K+].O. (2) Product: [CH:36]1([CH2:39][O:35][C:33]2[CH:32]=[CH:31][C:30]3[C:26]([C:24]([N:18]4[CH:19]5[CH2:20][CH2:21][N:15]([CH2:23][CH2:22]5)[CH2:16][CH2:17]4)=[O:25])=[N:27][S:28][C:29]=3[CH:34]=2)[CH2:38][CH2:37]1. The catalyst class is: 7. Reactant: N(C(OC(C)C)=O)=NC(OC(C)C)=O.[N:15]12[CH2:23][CH2:22][CH:19]([CH2:20][CH2:21]1)[N:18]([C:24]([C:26]1[C:30]3[CH:31]=[CH:32][C:33]([OH:35])=[CH:34][C:29]=3[S:28][N:27]=1)=[O:25])[CH2:17][CH2:16]2.[CH:36]1([CH2:39]O)[CH2:38][CH2:37]1.C1(P(C2C=CC=CC=2)C2C=CC=CC=2)C=CC=CC=1. (3) Reactant: [NH:1]1[CH2:4][CH:3]([CH2:5][CH2:6][N:7]([S:31]([CH3:34])(=[O:33])=[O:32])[C:8]2[C:9]([CH:28]3[CH2:30][CH2:29]3)=[CH:10][C:11]3[C:15]([CH:16]=2)=[N:14][N:13]([C:17]2[CH:22]=[CH:21][C:20]([Cl:23])=[CH:19][CH:18]=2)[C:12]=3[C:24]([NH:26][CH3:27])=[O:25])[CH2:2]1.[CH2:35]=O.[BH4-].[Na+].O. Product: [Cl:23][C:20]1[CH:19]=[CH:18][C:17]([N:13]2[C:12]([C:24]([NH:26][CH3:27])=[O:25])=[C:11]3[C:15]([CH:16]=[C:8]([N:7]([CH2:6][CH2:5][CH:3]4[CH2:4][N:1]([CH3:35])[CH2:2]4)[S:31]([CH3:34])(=[O:33])=[O:32])[C:9]([CH:28]4[CH2:29][CH2:30]4)=[CH:10]3)=[N:14]2)=[CH:22][CH:21]=1. The catalyst class is: 5. (4) Reactant: [NH2:1][C:2]1[S:6][C:5]([O:7][C:8]2[CH:9]=[C:10]([CH3:25])[C:11]3[CH:15]([CH:16]([CH3:22])[C:17]([O:19]CC)=[O:18])[O:14][B:13]([OH:23])[C:12]=3[CH:24]=2)=[N:4][N:3]=1.O.[OH-].[Li+]. Product: [NH2:1][C:2]1[S:6][C:5]([O:7][C:8]2[CH:9]=[C:10]([CH3:25])[C:11]3[CH:15]([CH:16]([CH3:22])[C:17]([OH:19])=[O:18])[O:14][B:13]([OH:23])[C:12]=3[CH:24]=2)=[N:4][N:3]=1. The catalyst class is: 90. (5) Reactant: ON1C2C=CC=CC=2N=N1.[NH:11]1[C:19]2[C:14](=[CH:15][CH:16]=[CH:17][CH:18]=2)[C:13]([CH2:20][CH2:21][CH2:22][NH2:23])=[CH:12]1.CN1CCOCC1.Cl.[CH3:32][N:33]([CH3:50])[C:34]1([C:44]2[CH:49]=[CH:48][CH:47]=[CH:46][CH:45]=2)[CH2:39][CH2:38][C:37](=[CH:40][C:41](O)=[O:42])[CH2:36][CH2:35]1.C1(N=C=NC2CCCCC2)CCCCC1.[OH-].[Na+]. Product: [CH3:50][N:33]([CH3:32])[C:34]1([C:44]2[CH:45]=[CH:46][CH:47]=[CH:48][CH:49]=2)[CH2:39][CH2:38][C:37](=[CH:40][C:41]([NH:23][CH2:22][CH2:21][CH2:20][C:13]2[C:14]3[C:19](=[CH:18][CH:17]=[CH:16][CH:15]=3)[NH:11][CH:12]=2)=[O:42])[CH2:36][CH2:35]1. The catalyst class is: 35.